Dataset: Catalyst prediction with 721,799 reactions and 888 catalyst types from USPTO. Task: Predict which catalyst facilitates the given reaction. (1) Reactant: [CH3:1][N:2]1[C:10]2[C:5](=[CH:6][CH:7]=[C:8]([N+:11]([O-])=O)[CH:9]=2)[C:4]([CH3:15])([CH3:14])[CH2:3]1. Product: [CH3:1][N:2]1[C:10]2[C:5](=[CH:6][CH:7]=[C:8]([NH2:11])[CH:9]=2)[C:4]([CH3:15])([CH3:14])[CH2:3]1. The catalyst class is: 43. (2) The catalyst class is: 4. Product: [C:10]1([CH3:15])[CH:11]=[CH:12][CH:13]=[CH:14][C:9]=1[NH:8][C:5](=[O:7])[CH3:6]. Reactant: C(O[C:5](=[O:7])[CH3:6])(=O)C.[NH2:8][C:9]1[C:10]([CH3:15])=[CH:11][CH:12]=[CH:13][CH:14]=1. (3) Reactant: C(OC([NH:8][C@@H:9]([C:46]([CH3:49])([CH3:48])[CH3:47])[C:10]([N:12]1[C@H:21]([C:22]([N:24]([CH2:35][C:36]2[CH:45]=[CH:44][C:39]([C:40]([O:42][CH3:43])=[O:41])=[CH:38][CH:37]=2)[C@H:25]([C:29]2[CH:34]=[CH:33][CH:32]=[CH:31][CH:30]=2)[CH2:26][O:27][CH3:28])=[O:23])[CH2:20][C:19]2[C:14](=[CH:15][CH:16]=[CH:17][CH:18]=2)[CH2:13]1)=[O:11])=O)(C)(C)C.C(O)(C(F)(F)F)=O. Product: [NH2:8][C@@H:9]([C:46]([CH3:49])([CH3:48])[CH3:47])[C:10]([N:12]1[C@H:21]([C:22]([N:24]([CH2:35][C:36]2[CH:37]=[CH:38][C:39]([C:40]([O:42][CH3:43])=[O:41])=[CH:44][CH:45]=2)[C@H:25]([C:29]2[CH:30]=[CH:31][CH:32]=[CH:33][CH:34]=2)[CH2:26][O:27][CH3:28])=[O:23])[CH2:20][C:19]2[C:14](=[CH:15][CH:16]=[CH:17][CH:18]=2)[CH2:13]1)=[O:11]. The catalyst class is: 2. (4) The catalyst class is: 1. Product: [CH2:13]([O:15][C:16](=[O:25])[CH:17]([C:18]1[CH:23]=[CH:22][C:21]([Cl:24])=[CH:20][CH:19]=1)[CH2:1][CH3:2])[CH3:14]. Reactant: [CH:1](NC(C)C)(C)[CH3:2].C([Li])CCC.[CH2:13]([O:15][C:16](=[O:25])[CH2:17][C:18]1[CH:23]=[CH:22][C:21]([Cl:24])=[CH:20][CH:19]=1)[CH3:14].C(=O)=O.CC(C)=O.ICC.[NH4+].[Cl-]. (5) Reactant: Cl[C:2]1[N:3]=[C:4]([N:17]2[CH2:22][CH2:21][O:20][CH2:19][CH2:18]2)[C:5]2[C:10]([C:11]3[CH:16]=[CH:15][CH:14]=[CH:13][CH:12]=3)=[CH:9][S:8][C:6]=2[N:7]=1.[CH:23]12[NH:30][CH:27]([CH2:28][CH2:29]1)[CH2:26][CH:25]([CH2:31][OH:32])[CH2:24]2.C(=O)([O-])[O-].[K+].[K+]. Product: [O:20]1[CH2:21][CH2:22][N:17]([C:4]2[C:5]3[C:10]([C:11]4[CH:16]=[CH:15][CH:14]=[CH:13][CH:12]=4)=[CH:9][S:8][C:6]=3[N:7]=[C:2]([N:30]3[CH:23]4[CH2:29][CH2:28][CH:27]3[CH2:26][CH:25]([CH2:31][OH:32])[CH2:24]4)[N:3]=2)[CH2:18][CH2:19]1. The catalyst class is: 291. (6) Reactant: [CH3:1][C:2]1[C:3]([N:11]2[CH2:16][CH2:15][O:14][CH2:13][CH2:12]2)=[N:4][CH:5]=[C:6]([N+:8]([O-])=O)[CH:7]=1. Product: [CH3:1][C:2]1[CH:7]=[C:6]([NH2:8])[CH:5]=[N:4][C:3]=1[N:11]1[CH2:12][CH2:13][O:14][CH2:15][CH2:16]1. The catalyst class is: 43.